From a dataset of Reaction yield outcomes from USPTO patents with 853,638 reactions. Predict the reaction yield, written as a fraction of the theoretical maximum amount of product (1.0 means a 100% yield; for example, 0.34 means a 34% yield). (1) The reactants are [CH3:1][C:2]1[O:6][N:5]=[C:4]([C:7]2[CH:12]=[CH:11][CH:10]=[CH:9][CH:8]=2)[C:3]=1[CH2:13][O:14][C:15]1[CH:23]=[CH:22][C:18]([C:19]([OH:21])=O)=[CH:17][N:16]=1.OC(C(F)(F)F)=O.[NH2:31][CH2:32][C:33]1[O:37][N:36]=[C:35]([CH:38]([CH3:40])[CH3:39])[CH:34]=1. No catalyst specified. The product is [CH:38]([C:35]1[CH:34]=[C:33]([CH2:32][NH:31][C:19](=[O:21])[C:18]2[CH:22]=[CH:23][C:15]([O:14][CH2:13][C:3]3[C:4]([C:7]4[CH:8]=[CH:9][CH:10]=[CH:11][CH:12]=4)=[N:5][O:6][C:2]=3[CH3:1])=[N:16][CH:17]=2)[O:37][N:36]=1)([CH3:40])[CH3:39]. The yield is 0.810. (2) The reactants are [CH2:1]([O:8][CH2:9][CH2:10][C:11]([C:13]1[C:14](=[O:25])[NH:15][C:16]2[C:21]([C:22]=1[OH:23])=[CH:20][C:19]([Cl:24])=[CH:18][CH:17]=2)=[O:12])[C:2]1C=CC=CC=1.CC[O-].[Na+].CCO.Cl. The catalyst is C(O)C. The product is [Cl:24][C:19]1[CH:20]=[C:21]2[C:16](=[CH:17][CH:18]=1)[NH:15][C:14](=[O:25])[C:13]([C:11](=[O:12])[CH2:10][CH2:9][O:8][CH2:1][CH3:2])=[C:22]2[OH:23]. The yield is 0.920. (3) The reactants are ClC(Cl)(Cl)C[O:4][C:5](=O)[NH:6][C:7]1[C:8]([CH3:32])=[C:9]([C:26]2[CH:31]=[CH:30][CH:29]=[CH:28][CH:27]=2)[C:10]2[O:14][CH2:13][CH:12]([C:15]3[CH:20]=[CH:19][C:18]([CH:21]([CH3:23])[CH3:22])=[CH:17][CH:16]=3)[C:11]=2[C:24]=1[CH3:25].[NH2:36][C:37]([CH3:41])([CH3:40])[CH2:38][OH:39]. The catalyst is CCCCCC.C(OCC)(=O)C. The product is [OH:39][CH2:38][C:37]([NH:36][C:5]([NH:6][C:7]1[C:8]([CH3:32])=[C:9]([C:26]2[CH:27]=[CH:28][CH:29]=[CH:30][CH:31]=2)[C:10]2[O:14][CH2:13][CH:12]([C:15]3[CH:20]=[CH:19][C:18]([CH:21]([CH3:22])[CH3:23])=[CH:17][CH:16]=3)[C:11]=2[C:24]=1[CH3:25])=[O:4])([CH3:41])[CH3:40]. The yield is 0.490. (4) The reactants are [F:1][C:2]1[CH:7]=[CH:6][C:5]([N:8]2[C:16]3[C:11](=[CH:12][C:13]([C:17]([OH:19])=[O:18])=[CH:14][CH:15]=3)[CH:10]=[N:9]2)=[CH:4][CH:3]=1.Cl[CH2:21]Cl.C[Si](C=[N+]=[N-])(C)C. The catalyst is CO.C1COCC1. The product is [F:1][C:2]1[CH:3]=[CH:4][C:5]([N:8]2[C:16]3[C:11](=[CH:12][C:13]([C:17]([O:19][CH3:21])=[O:18])=[CH:14][CH:15]=3)[CH:10]=[N:9]2)=[CH:6][CH:7]=1. The yield is 0.730. (5) The reactants are [C:1]([O:5][C:6](=[O:33])[C:7]1[CH:12]=[CH:11][C:10]([CH2:13][CH2:14][CH2:15][CH2:16][CH2:17][CH2:18][CH2:19][CH2:20][CH2:21][CH2:22][C:23]([O:25]N2C(=O)CCC2=O)=O)=[CH:9][CH:8]=1)([CH3:4])([CH3:3])[CH3:2].[NH2:34][CH2:35][CH2:36][CH2:37][C:38]([OH:40])=[O:39]. The catalyst is CN(C=O)C. The product is [C:1]([O:5][C:6](=[O:33])[C:7]1[CH:8]=[CH:9][C:10]([CH2:13][CH2:14][CH2:15][CH2:16][CH2:17][CH2:18][CH2:19][CH2:20][CH2:21][CH2:22][C:23](=[O:25])[NH:34][CH2:35][CH2:36][CH2:37][C:38]([OH:40])=[O:39])=[CH:11][CH:12]=1)([CH3:2])([CH3:3])[CH3:4]. The yield is 0.760.